Task: Predict the reactants needed to synthesize the given product.. Dataset: Full USPTO retrosynthesis dataset with 1.9M reactions from patents (1976-2016) (1) The reactants are: Cl.[S:2]1[C:6]2=[CH:7][CH:8]=[CH:9][NH:10][CH:5]2[CH2:4][CH2:3]1.[CH3:11][O:12][C:13](=[O:23])[CH:14]([C:16]1[CH:21]=[CH:20][CH:19]=[CH:18][C:17]=1[Cl:22])Br.C(=O)([O-])[O-].[K+].[K+]. Given the product [CH3:11][O:12][C:13]([C@@H:14]([N:10]1[CH2:9][C:8]2[CH:7]=[CH:6][S:2][C:3]=2[CH2:4][CH2:5]1)[C:16]1[CH:21]=[CH:20][CH:19]=[CH:18][C:17]=1[Cl:22])=[O:23], predict the reactants needed to synthesize it. (2) The reactants are: [N:1]1([C:7]([N:9]2[CH2:14][CH:13]([C:15]3[CH:20]=[CH:19][C:18]([CH2:21][C:22]([F:25])([F:24])[F:23])=[CH:17][CH:16]=3)[CH2:12][CH:11]([C:26]([O:28]C)=[O:27])[CH2:10]2)=[O:8])[CH2:6][CH2:5][S:4][CH2:3][CH2:2]1.CC(C)([O-])C.[K+]. Given the product [N:1]1([C:7]([N:9]2[CH2:14][CH:13]([C:15]3[CH:16]=[CH:17][C:18]([CH2:21][C:22]([F:24])([F:25])[F:23])=[CH:19][CH:20]=3)[CH2:12][CH:11]([C:26]([OH:28])=[O:27])[CH2:10]2)=[O:8])[CH2:2][CH2:3][S:4][CH2:5][CH2:6]1, predict the reactants needed to synthesize it. (3) Given the product [O:42]1[CH2:47][CH2:46][CH2:45][CH2:44][CH:43]1[O:48][C:49]1[CH:54]=[CH:53][C:52]([C:30]2[N:41]3[C:37](=[CH:38][CH:39]=[N:40]3)[N:36]=[C:35]3[C:31]=2[CH2:32][O:33][CH2:34]3)=[CH:51][CH:50]=1, predict the reactants needed to synthesize it. The reactants are: C(OC1C=CC(C2N3C(N=C4CCCCCC=24)=CC=N3)=CC=1)C1C=CC=CC=1.Cl[C:30]1[N:41]2[C:37](=[CH:38][CH:39]=[N:40]2)[N:36]=[C:35]2[C:31]=1[CH2:32][O:33][CH2:34]2.[O:42]1[CH2:47][CH2:46][CH2:45][CH2:44][CH:43]1[O:48][C:49]1[CH:54]=[CH:53][C:52](B(O)O)=[CH:51][CH:50]=1. (4) Given the product [C:1]([C:4]1[N:5]=[C:6]([C:9]([NH2:11])=[NH:10])[S:7][CH:8]=1)([CH3:2])([CH3:3])[CH3:13], predict the reactants needed to synthesize it. The reactants are: [CH:1]1([C:4]2[N:5]=[C:6]([C:9]([NH2:11])=[NH:10])[S:7][CH:8]=2)[CH2:3][CH2:2]1.Br[CH2:13]C(=O)C(C)(C)C. (5) Given the product [CH2:2]([O:9][C:10]1[CH:15]=[CH:14][N:13]2[N:16]=[C:17]([CH3:22])[C:18]([C:19]3[S:21][C:24]([C:25]([O:27][CH3:28])=[O:26])=[C:29]([OH:30])[N:20]=3)=[C:12]2[CH:11]=1)[C:3]1[CH:4]=[CH:5][CH:6]=[CH:7][CH:8]=1, predict the reactants needed to synthesize it. The reactants are: Cl.[CH2:2]([O:9][C:10]1[CH:15]=[CH:14][N:13]2[N:16]=[C:17]([CH3:22])[C:18]([C:19](=[S:21])[NH2:20])=[C:12]2[CH:11]=1)[C:3]1[CH:8]=[CH:7][CH:6]=[CH:5][CH:4]=1.Cl[CH:24]([C:29](OC)=[O:30])[C:25]([O:27][CH3:28])=[O:26].O.